Dataset: Peptide-MHC class I binding affinity with 185,985 pairs from IEDB/IMGT. Task: Regression. Given a peptide amino acid sequence and an MHC pseudo amino acid sequence, predict their binding affinity value. This is MHC class I binding data. (1) The peptide sequence is CKFNMTGLK. The MHC is HLA-A68:01 with pseudo-sequence HLA-A68:01. The binding affinity (normalized) is 0.207. (2) The peptide sequence is IHSRIGQPGG. The MHC is Mamu-B08 with pseudo-sequence Mamu-B08. The binding affinity (normalized) is 0. (3) The peptide sequence is AEQFKQKAL. The MHC is Mamu-A11 with pseudo-sequence Mamu-A11. The binding affinity (normalized) is 0.